From a dataset of Catalyst prediction with 721,799 reactions and 888 catalyst types from USPTO. Predict which catalyst facilitates the given reaction. (1) Reactant: [CH3:1][O:2][C:3](=[O:27])[C:4]([NH:16]C(OCC1C=CC=CC=1)=O)=[CH:5][C:6]1[CH:7]=[C:8]2[C:12](=[C:13]([Cl:15])[CH:14]=1)[NH:11][N:10]=[CH:9]2.FC(F)(F)C(O)=O. Product: [CH3:1][O:2][C:3](=[O:27])[CH:4]([NH2:16])[CH2:5][C:6]1[CH:7]=[C:8]2[C:12](=[C:13]([Cl:15])[CH:14]=1)[NH:11][N:10]=[CH:9]2. The catalyst class is: 5. (2) The catalyst class is: 6. Reactant: [OH-].[Na+].[S:3]1[C:7]([NH2:8])=[N:6][CH:5]=[N:4]1.[C:9]([C:11]1[CH:12]=[C:13]([S:18](Cl)(=[O:20])=[O:19])[CH:14]=[CH:15][C:16]=1[F:17])#[N:10].Cl. Product: [C:9]([C:11]1[CH:12]=[C:13]([S:18]([NH:8][C:7]2[S:3][N:4]=[CH:5][N:6]=2)(=[O:20])=[O:19])[CH:14]=[CH:15][C:16]=1[F:17])#[N:10]. (3) Reactant: Cl[C:2]1[CH:25]=[N:24][C:5]2=[N:6][C:7]([C:17]3[CH:22]=[CH:21][C:20]([CH3:23])=[CH:19][CH:18]=3)=[C:8]([C:10]3[CH:15]=[CH:14][C:13]([CH3:16])=[CH:12][CH:11]=3)[N:9]=[C:4]2[CH:3]=1.[CH2:26](B(O)O)[CH3:27].C([O-])([O-])=O.[K+].[K+]. Product: [CH2:26]([C:2]1[CH:25]=[N:24][C:5]2=[N:6][C:7]([C:17]3[CH:18]=[CH:19][C:20]([CH3:23])=[CH:21][CH:22]=3)=[C:8]([C:10]3[CH:15]=[CH:14][C:13]([CH3:16])=[CH:12][CH:11]=3)[N:9]=[C:4]2[CH:3]=1)[CH3:27]. The catalyst class is: 73.